From a dataset of TCR-epitope binding with 47,182 pairs between 192 epitopes and 23,139 TCRs. Binary Classification. Given a T-cell receptor sequence (or CDR3 region) and an epitope sequence, predict whether binding occurs between them. (1) The epitope is ITEEVGHTDLMAAY. The TCR CDR3 sequence is CASRGPMTYEQYF. Result: 0 (the TCR does not bind to the epitope). (2) The epitope is KLWAQCVQL. The TCR CDR3 sequence is CASSQWLDYEQYF. Result: 0 (the TCR does not bind to the epitope). (3) The epitope is KRWIILGLNK. The TCR CDR3 sequence is CASSPGQVAYEQYF. Result: 1 (the TCR binds to the epitope). (4) The epitope is FLPRVFSAV. The TCR CDR3 sequence is CATSDWTDQETQYF. Result: 1 (the TCR binds to the epitope).